This data is from Full USPTO retrosynthesis dataset with 1.9M reactions from patents (1976-2016). The task is: Predict the reactants needed to synthesize the given product. (1) Given the product [Br:25][C:2]1[C:11]2[C:6](=[CH:7][CH:8]=[CH:9][CH:10]=2)[C:5](=[O:12])[N:4]([C:13]2[CH:18]=[CH:17][CH:16]=[C:15]([C:19]([F:22])([F:21])[F:20])[CH:14]=2)[N:3]=1, predict the reactants needed to synthesize it. The reactants are: O[C:2]1[C:11]2[C:6](=[CH:7][CH:8]=[CH:9][CH:10]=2)[C:5](=[O:12])[N:4]([C:13]2[CH:18]=[CH:17][CH:16]=[C:15]([C:19]([F:22])([F:21])[F:20])[CH:14]=2)[N:3]=1.P(Br)(Br)([Br:25])=O. (2) Given the product [Cl:32][C:27]1[CH:26]=[C:25]([S:22]([CH3:21])(=[O:24])=[O:23])[CH:30]=[CH:29][C:28]=1[O:1][C:2]1[CH:7]=[C:6]([C:8]([F:9])([F:10])[F:11])[CH:5]=[CH:4][C:3]=1[CH2:12][CH2:13][C:14]([OH:16])=[O:15], predict the reactants needed to synthesize it. The reactants are: [OH:1][C:2]1[CH:7]=[C:6]([C:8]([F:11])([F:10])[F:9])[CH:5]=[CH:4][C:3]=1[CH2:12][CH2:13][C:14]([O:16]C(C)(C)C)=[O:15].[CH3:21][S:22]([C:25]1[CH:30]=[CH:29][C:28](F)=[C:27]([Cl:32])[CH:26]=1)(=[O:24])=[O:23].C(=O)([O-])[O-].[K+].[K+]. (3) The reactants are: [NH2:1][CH2:2][C:3]#[C:4][C:5]1[N:6]=[C:7]([NH2:19])[C:8]2[N:9]([N:11]=[C:12]([C:14]3[O:15][CH:16]=[CH:17][CH:18]=3)[N:13]=2)[CH:10]=1.[S:20]1[CH:24]=[CH:23][C:22]([S:25](Cl)(=[O:27])=[O:26])=[CH:21]1.CCN(C(C)C)C(C)C. Given the product [NH2:19][C:7]1[C:8]2[N:9]([N:11]=[C:12]([C:14]3[O:15][CH:16]=[CH:17][CH:18]=3)[N:13]=2)[CH:10]=[C:5]([C:4]#[C:3][CH2:2][NH:1][S:25]([C:22]2[CH:23]=[CH:24][S:20][CH:21]=2)(=[O:27])=[O:26])[N:6]=1, predict the reactants needed to synthesize it. (4) Given the product [Cl:30][C:12]1[CH:11]=[C:10](/[CH:9]=[CH:8]/[C:6]2[N:7]=[C:2]([CH3:1])[CH:3]=[C:4]([N:20]3[CH2:29][CH2:28][CH2:27][CH2:22]3)[N:5]=2)[CH:15]=[CH:14][CH:13]=1, predict the reactants needed to synthesize it. The reactants are: [CH3:1][C:2]1[N:7]=[C:6](/[CH:8]=[CH:9]/[C:10]2[CH:15]=[CH:14][CH:13]=[C:12](C(F)(F)F)[CH:11]=2)[N:5]=[C:4]([N:20]2[CH2:29][CH2:28][C:27]3[C:22](=CC=CC=3)C2)[CH:3]=1.[Cl:30]C1C=C(C)N=C(C=CC2C=CC=C(Cl)C=2)N=1.N1CCCC1. (5) Given the product [CH3:17][O:18][C:19](=[O:29])[C:20]1[C:25]([Cl:26])=[CH:24][C:23]([Cl:27])=[CH:22][C:21]=1[NH:28][C:9](=[O:11])[CH:8]([C:5]1[CH:4]=[CH:3][C:2]([Br:1])=[CH:7][CH:6]=1)[CH3:12], predict the reactants needed to synthesize it. The reactants are: [Br:1][C:2]1[CH:7]=[CH:6][C:5]([CH:8]([CH3:12])[C:9]([OH:11])=O)=[CH:4][CH:3]=1.O=S(Cl)Cl.[CH3:17][O:18][C:19](=[O:29])[C:20]1[C:25]([Cl:26])=[CH:24][C:23]([Cl:27])=[CH:22][C:21]=1[NH2:28].CCCCCC. (6) Given the product [F:24][C:25]([F:39])([F:40])[C:26]1[CH:27]=[C:28]([C:2]2[S:6][N:5]=[C:4]([CH2:7][N:8]3[C:16]4[C:11](=[C:12]([C:19]([F:22])([F:21])[F:20])[C:13]([C:17]#[N:18])=[CH:14][CH:15]=4)[CH:10]=[C:9]3[CH3:23])[N:3]=2)[CH:29]=[C:30]([C:32]([F:33])([F:34])[F:35])[CH:31]=1, predict the reactants needed to synthesize it. The reactants are: Cl[C:2]1[S:6][N:5]=[C:4]([CH2:7][N:8]2[C:16]3[C:11](=[C:12]([C:19]([F:22])([F:21])[F:20])[C:13]([C:17]#[N:18])=[CH:14][CH:15]=3)[CH:10]=[C:9]2[CH3:23])[N:3]=1.[F:24][C:25]([F:40])([F:39])[C:26]1[CH:27]=[C:28](B(O)O)[CH:29]=[C:30]([C:32]([F:35])([F:34])[F:33])[CH:31]=1.[F-].[Cs+]. (7) The reactants are: [C:1]([O:5][C:6](=[O:27])[NH:7][CH2:8][CH2:9][C@H:10]([N:12]1[CH2:17][CH2:16][CH:15]([NH:18][C:19]2[CH:24]=[CH:23][C:22]([O:25][CH3:26])=[CH:21][CH:20]=2)[CH2:14][CH2:13]1)[CH3:11])([CH3:4])([CH3:3])[CH3:2].Br[CH2:29][C:30]1[N:35]=[C:34]([C:36]#[N:37])[CH:33]=[CH:32][CH:31]=1.CCN(C(C)C)C(C)C. Given the product [C:1]([O:5][C:6](=[O:27])[NH:7][CH2:8][CH2:9][C@H:10]([N:12]1[CH2:17][CH2:16][CH:15]([N:18]([CH2:29][C:30]2[CH:31]=[CH:32][CH:33]=[C:34]([C:36]#[N:37])[N:35]=2)[C:19]2[CH:20]=[CH:21][C:22]([O:25][CH3:26])=[CH:23][CH:24]=2)[CH2:14][CH2:13]1)[CH3:11])([CH3:4])([CH3:2])[CH3:3], predict the reactants needed to synthesize it. (8) Given the product [C:6]1([S:12]([C@@H:15]([CH3:21])[C@H:16]([CH3:20])[CH2:17][CH2:18][OH:19])(=[O:13])=[O:14])[CH:7]=[CH:8][CH:9]=[CH:10][CH:11]=1, predict the reactants needed to synthesize it. The reactants are: C([Li])CCC.[C:6]1([S:12]([C@H:15]([CH3:21])[C@H:16]([CH3:20])[CH2:17][CH2:18][OH:19])(=[O:14])=[O:13])[CH:11]=[CH:10][CH:9]=[CH:8][CH:7]=1. (9) Given the product [Cl:30][C:27]1[CH:26]=[CH:25][C:24]([CH2:23][O:22][C:19]2[CH:18]=[CH:17][C:16]([S:13]([CH:8]3[CH2:7][CH:6]([C:4]([OH:5])=[O:3])[CH2:11][CH2:10][N:9]3[CH3:12])(=[O:15])=[O:14])=[CH:21][CH:20]=2)=[CH:29][CH:28]=1, predict the reactants needed to synthesize it. The reactants are: C([O:3][C:4]([CH:6]1[CH2:11][CH2:10][N:9]([CH3:12])[CH:8]([S:13]([C:16]2[CH:21]=[CH:20][C:19]([O:22][CH2:23][C:24]3[CH:29]=[CH:28][C:27]([Cl:30])=[CH:26][CH:25]=3)=[CH:18][CH:17]=2)(=[O:15])=[O:14])[CH2:7]1)=[O:5])C.CO.[OH-].[Na+].